Binary Classification. Given two protein amino acid sequences, predict whether they physically interact or not. From a dataset of Human Reference Interactome with 51,813 positive PPI pairs across 8,248 proteins, plus equal number of experimentally-validated negative pairs. (1) Protein 1 (ENSG00000183486) has sequence MSKAHKPWPYRRRSQFSSRKYLKKEMNSFQQQPPPFGTVPPQMMFPPNWQGAEKDAAFLAKDFNFLTLNNQPPPGNRSQPRAMGPENNLYSQYEQKVRPCIDLIDSLRALGVEQDLALPAIAVIGDQSSGKSSVLEALSGVALPRGSGIVTRCPLVLKLKKQPCEAWAGRISYRNTELELQDPGQVEKEIHKAQNVMAGNGRGISHELISLEITSPEVPDLTIIDLPGITRVAVDNQPRDIGLQIKALIKKYIQRQQTINLVVVPCNVDIATTEALSMAHEVDPEGDRTIGILTKPDLMD.... Protein 2 (ENSG00000149300) has sequence MGNRVCCGGSWSCPSTFQKKKKTGSQTRRTLKPQPQQLQQNLPKGHETTGHTYERVLQQQGSQERSPGLMSEDSNLHYADIQVCSRPHAREVKHVHLENATEYATLRFPQATPRYDSKNGTLV*MGNRVCCGGSWSCPSTFQKKKKTGSQTRRTLKPQPQQLQQNLPK. Result: 0 (the proteins do not interact). (2) Protein 1 (ENSG00000172346) has sequence MTSESTSPPVVPPLHSPKSPVWPTFPFHREGSRVWERGGVPPRDLPSPLPTKRTRTYSATARASAGPVFKGVCKQFSRSQGHGFITPENGSEDIFVHVSDIEGEYVPVEGDEVTYKMCPIPPKNQKFQAVEVVLTQLAPHTPHETWSGQVVGS*KSPVWPTFPFHREGSRVWERGGVPPRDLPSPLPTKRTRTYSATARASAGPVFKGVCKQFSRSQGHGFITPENGSEDIFVHVSEPRPNSSEVTTHRCGPRSRLMSCLWEENLPASLHRVLRRHHAVANSPGVGKDLKVVPTLHTEDG.... Protein 2 (ENSG00000115365) has sequence MAQRAFPNPYADYNKSLAEGYFDAAGRLTPEFSQRLTNKIRELLQQMERGLKSADPRDGTGYTGWAGIAVLYLHLYDVFGDPAYLQLAHGYVKQSLNCLTKRSITFLCGDAGPLAVAAVLYHKMNNEKQAEDCITRLIHLNKIDPHAPNEMLYGRIGYIYALLFVNKNFGVEKIPQSHIQQICETILTSGENLARKRNFTAKSPLMYEWYQEYYVGAAHGLAGIYYYLMQPSLQVSQGKLHSLVKPSVDYVCQLKFPSGNYPPCIGDNRDLLVHWCHGAPGVIYMLIQAYKVFREEKYLC.... Result: 0 (the proteins do not interact). (3) Protein 1 (ENSG00000179922) has sequence MAAARPEAQSRSSPTPESRSQEPLDLVLVPDDCRPGTPPSDLIEIQVVKVTDTTLVPEPPEPGSFHCALCPAAFRLVSELLFHEHGHLAGAEGGGQGGDPSRCHVCGHSCPGPASLRAHYSLHTGERPYRCALCPRAFKALAPLLRHQHRHGVEPGTSRRPPDTAAVAEQRPGVAPERAEVVMAAAAAGAAVGKPFACRFCAKPFRRSSDMRDHERVHTGERPYHCGICGKGFTQSSVLSGHARIHTGERPFRCTLCDRTFNNSSNFRKHQRTHFHGPGPGLGDSGGQLGSSAAEGSGSG.... Protein 2 (ENSG00000205838) has sequence MQASPIRIPTVSNDIDWDFCFHMSQQTEIPAHQQTDELYPTGGCGESEEETKAKEKEKAIDCMSHPKEKLAQSQKKVAQLIKEKMNTQANKELIRCVILSRIIFGDHHWKCARALANLAYGYLTLRGLPVQAKKHATSAKNTLLTWKANTTSNKEKEEILEALVKLYYTLGVAWLLQNRGREAYFNLQKAERNMKELKELYKGGVCELQVSENDLTLALGRASLAIHRLNLALAYFEKAIGDVIAAKGDRTSDLISLYEEAAQIEQLRRNHNQAIQYLQQAHSVCVSLFTEVSPKTAEMS.... Result: 1 (the proteins interact). (4) Protein 1 (ENSG00000160408) has sequence MACSRPPSQCEPTSLPPGPPAGRRHLPLSRRRREMSSNKEQRSAVFVILFALITILILYSSNSANEVFHYGSLRGRSRRPVNLKKWSITDGYVPILGNKTLPSRCHQCVIVSSSSHLLGTKLGPEIERAECTIRMNDAPTTGYSADVGNKTTYRVVAHSSVFRVLRRPQEFVNRTPETVFIFWGPPSKMQKPQGSLVRVIQRAGLVFPNMEAYAVSPGRMRQFDDLFRGETGKDREKSHSWLSTGWFTMVIAVELCDHVHVYGMVPPNYCSQRPRLQRMPYHYYEPKGPDECVTYIQNEH.... Protein 2 (ENSG00000120833) has sequence MTLRCLEPSGNGGEGTRSQWGTAGSAEEPSPQAARLAKALRELGQTGWYWGSMTVNEAKEKLKEAPEGTFLIRDSSHSDYLLTISVKTSAGPTNLRIEYQDGKFRLDSIICVKSKLKQFDSVVHLIDYYVQMCKDKRTGPEAPRNGTVHLYLTKPLYTSAPSLQHLCRLTINKCTGAIWGLPLPTRLKDYLEEYKFQV*MTLRCLEPSGNGGEGTRSQWGTAGSAEEPSPQAARLAKALRELGQTGREPIGRDACGRERLPKEAARKRGRGGKQRIRWKYVPCFQGTAESTLAGSWVLGN.... Result: 0 (the proteins do not interact). (5) Protein 1 (ENSG00000100196) has sequence MNVFRILGDLSHLLAMILLLGKIWRSKCCKGISGKSQILFALVFTTRYLDLFTNFISIYNTVMKVVFLLCAYVTVYMIYGKFRKTFDSENDTFRLEFLLVPVIGLSFLENYSFTLLEILWTFSIYLESVAILPQLFMISKTGEAETITTHYLFFLGLYRALYLANWIRRYQTENFYDQIAVVSGVVQTIFYCDFFYLYVTKVLKGKKLSLPMPI*MNVFRILGDLSHLLAMILLLGKIWRSKCCKGISGKSQILFALVFTTRYLDLFTNFISIYNTVMKVVFLLCAYVTVYMIYGKFRKT.... Protein 2 (ENSG00000163281) has sequence MRLVILDNYDLASEWAAKYICNRIIQFKPGQDRYFTLGLPTGSTPLGCYKKLIEYHKNGHLSFKYVKTFNMDEYVGLPRNHPESYHSYMWNNFFKHIDIDPNNAHILDGNAADLQAECDAFENKIKEAGGIDLFVGGIGPDGHIAFNEPGSSLVSRTRLKTLAMDTILANAKYFDGDLSKVPTMALTVGVGTVMDAREVMILITGAHKAFALYKAIEEGVNHMWTVSAFQQHPRTIFVCDEDATLELRVKTVKYFKGLMHVHNKLVDPLFSMKDGN*MDEYVGLPRNHPESYHSYMWNNF.... Result: 0 (the proteins do not interact). (6) Protein 1 (ENSG00000262576) has sequence MHFILDPEDPGAPQASTEGKPKHRRLRGGVVMAAPPARPDHTRLLQICLLLGVLVEIRAEQILYSVFEEQEEGSVVGNIAKDLGLAPRELAERGVRIVSRGRTQLFALNPRSGTLVTAGRIDREELCDRSPNCVTNLEILLEDTVKILRVEVEIIDVNDNPPSFGTEQREIKVAENENPGARFPLPEAFDPDVGVNSLQGYQLNSNGYFSLDVQSGADGIKYPELVLERALDREEEAVHHLVLTAFDGGDPVRSGTARILIILVDTNDNAPVFTQPEYHVSVRENVPVGTRLLTVKATDP.... Protein 2 (ENSG00000142347) has sequence MGSKERFHWQSHNVKQSGVDDMVLLPQITEDAIAANLRKRFMDDYIFVPWAKAGGGQQMPYFTDREIDLYQGAAQYENPPHIYALTDNMYRNMLIDCENQCVIISGESGAGKTVAAKYIMGYISKVSGGGEKVQXEQEEYVQEGIRWTPIQYFNNKVVCDLIENKLSPPGIMSVLDDVCATMHATGGGADQTLLQKLQAAVGTHEHFNSWSAGFVIHHYAGKVSYDVSGFCERNRDVLFSDLIELMQTSEQ*MGSKERFHWQSHNVKQSGVDDMVLLPQITEDAIAANLRKRFMDDYIFV.... Result: 0 (the proteins do not interact).